From a dataset of Forward reaction prediction with 1.9M reactions from USPTO patents (1976-2016). Predict the product of the given reaction. (1) Given the reactants [NH3:1].C(O)C.[Cl:5][C:6]1[CH:11]=[CH:10][C:9]([S:12]([C:15]2[CH:20]=[CH:19][C:18]([N:21]=[C:22]=[S:23])=[CH:17][CH:16]=2)(=[O:14])=[O:13])=[CH:8][C:7]=1[C:24]([F:27])([F:26])[F:25], predict the reaction product. The product is: [Cl:5][C:6]1[CH:11]=[CH:10][C:9]([S:12]([C:15]2[CH:16]=[CH:17][C:18]([NH:21][C:22]([NH2:1])=[S:23])=[CH:19][CH:20]=2)(=[O:14])=[O:13])=[CH:8][C:7]=1[C:24]([F:26])([F:27])[F:25]. (2) Given the reactants [CH3:1][S:2]([C:5]1[CH:6]=[CH:7][C:8]([N:14]2[CH2:19][CH2:18][CH2:17][CH2:16][CH2:15]2)=[C:9]([CH:13]=1)[C:10]([OH:12])=O)(=[O:4])=[O:3].[F:20][C:21]1[CH:22]=[C:23]([C:33](=[O:35])[CH3:34])[CH:24]=[CH:25][C:26]=1[N:27]1[CH2:32][CH2:31][NH:30][CH2:29][CH2:28]1.C(Cl)CCl, predict the reaction product. The product is: [F:20][C:21]1[CH:22]=[C:23]([C:33](=[O:35])[CH3:34])[CH:24]=[CH:25][C:26]=1[N:27]1[CH2:32][CH2:31][N:30]([C:10]([C:9]2[CH:13]=[C:5]([S:2]([CH3:1])(=[O:3])=[O:4])[CH:6]=[CH:7][C:8]=2[N:14]2[CH2:19][CH2:18][CH2:17][CH2:16][CH2:15]2)=[O:12])[CH2:29][CH2:28]1. (3) Given the reactants [CH3:1][O:2][C:3]1[CH:26]=[CH:25][C:6]([C:7]([NH:9][C:10]2[C:11]([NH:16][C:17]([CH:19]3[CH2:24][CH2:23][NH:22][CH2:21][CH2:20]3)=[O:18])=[CH:12][CH:13]=[CH:14][CH:15]=2)=[O:8])=[CH:5][CH:4]=1.[N:27]1[CH:32]=[CH:31][C:30]([CH:33]=O)=[CH:29][CH:28]=1, predict the reaction product. The product is: [CH3:1][O:2][C:3]1[CH:4]=[CH:5][C:6]([C:7]([NH:9][C:10]2[C:11]([NH:16][C:17]([CH:19]3[CH2:20][CH2:21][N:22]([CH2:33][C:30]4[CH:31]=[CH:32][N:27]=[CH:28][CH:29]=4)[CH2:23][CH2:24]3)=[O:18])=[CH:12][CH:13]=[CH:14][CH:15]=2)=[O:8])=[CH:25][CH:26]=1. (4) Given the reactants [O:1]=[C:2]1[CH:7]=[CH:6][N:5]([C:8]2[CH:13]=[CH:12][CH:11]=[C:10]([C:14]([F:17])([F:16])[F:15])[CH:9]=2)[N:4]=[C:3]1[C:18]([O:20]C)=O.[NH3:22], predict the reaction product. The product is: [O:1]=[C:2]1[CH:7]=[CH:6][N:5]([C:8]2[CH:13]=[CH:12][CH:11]=[C:10]([C:14]([F:17])([F:16])[F:15])[CH:9]=2)[N:4]=[C:3]1[C:18]([NH2:22])=[O:20]. (5) Given the reactants C[O:2][CH:3]=[CH:4][C:5]1[CH:14]=[CH:13][C:8]([C:9]([O:11][CH3:12])=[O:10])=[CH:7][CH:6]=1.Cl.CC(C)=[O:18].OS(O)(=O)=O.O=[Cr](=O)=O.C(O)(C)C, predict the reaction product. The product is: [CH3:12][O:11][C:9]([C:8]1[CH:13]=[CH:14][C:5]([CH2:4][C:3]([OH:18])=[O:2])=[CH:6][CH:7]=1)=[O:10]. (6) The product is: [CH3:24][C:25]1([CH3:28])[C:9]2[C:17](=[CH:18][CH:19]=[C:7]3[CH:6]=[CH:5][CH:4]=[CH:3][C:8]3=2)[C:16]2[C:26]1=[CH:12][CH:13]=[C:14]1[CH:23]=[CH:22][CH:21]=[CH:20][C:15]1=2. Given the reactants CI.[CH:3]1[C:8]2=[C:9]3[C:17](=[CH:18][CH:19]=[C:7]2[CH:6]=[CH:5][CH:4]=1)[C:16]1C(=[CH:12][CH:13]=[C:14]2[CH:23]=[CH:22][CH:21]=[CH:20][C:15]2=1)C3.[CH3:24][C:25]([CH3:28])([O-])[CH3:26].[K+].CS(C)=O, predict the reaction product. (7) The product is: [CH3:50][C@@H:37]1[O:36][C:35]2[CH:51]=[C:52]([CH3:55])[CH:53]=[CH:54][C:34]=2[NH:33][C:39](=[O:40])[C@H:38]1[NH:42][C:43](=[O:44])[O:45][C:46]([CH3:49])([CH3:48])[CH3:47]. Given the reactants CC1C=CC2NC(=O)[C@@H](NC(=O)OC(C)(C)C)COC=2C=1.CCN=C=NCCCN(C)C.[NH2:33][C:34]1[CH:54]=[CH:53][C:52]([CH3:55])=[CH:51][C:35]=1[O:36][C@@H:37]([CH3:50])[C@H:38]([NH:42][C:43]([O:45][C:46]([CH3:49])([CH3:48])[CH3:47])=[O:44])[C:39](O)=[O:40], predict the reaction product. (8) Given the reactants [Cl:1][C:2]1[C:7]([F:8])=[C:6](N)[N:5]2[N:10]=[CH:11][CH:12]=[C:4]2[N:3]=1.N(OCCC(C)C)=O, predict the reaction product. The product is: [Cl:1][C:2]1[C:7]([F:8])=[CH:6][N:5]2[N:10]=[CH:11][CH:12]=[C:4]2[N:3]=1.